Dataset: Forward reaction prediction with 1.9M reactions from USPTO patents (1976-2016). Task: Predict the product of the given reaction. (1) Given the reactants [CH2:1]([N:8]1[C:12]2=[C:13]([N:20]3[CH2:29][CH2:28][C:27]4[C:22](=[CH:23][CH:24]=[CH:25][CH:26]=4)[CH2:21]3)[N:14]=[C:15]([C:17](O)=[O:18])[CH:16]=[C:11]2[CH:10]=[C:9]1[CH3:30])[C:2]1[CH:7]=[CH:6][CH:5]=[CH:4][CH:3]=1.[CH3:31][N:32]1[CH2:37][CH2:36][NH:35][CH2:34][CH2:33]1, predict the reaction product. The product is: [CH2:1]([N:8]1[C:12]2=[C:13]([N:20]3[CH2:29][CH2:28][C:27]4[C:22](=[CH:23][CH:24]=[CH:25][CH:26]=4)[CH2:21]3)[N:14]=[C:15]([C:17]([N:35]3[CH2:36][CH2:37][N:32]([CH3:31])[CH2:33][CH2:34]3)=[O:18])[CH:16]=[C:11]2[CH:10]=[C:9]1[CH3:30])[C:2]1[CH:3]=[CH:4][CH:5]=[CH:6][CH:7]=1. (2) Given the reactants [CH3:1][S:2]C1C=C2C(=CC=1)C=NCC2.N[C:14]1[CH:15]=[C:16]([CH:20]=[CH:21][CH:22]=1)[C:17]([OH:19])=[O:18].O(CC)C([S-])=S.[Na+].S(OC)(OC)(=O)=O, predict the reaction product. The product is: [CH3:1][S:2][C:14]1[CH:15]=[C:16]([CH:20]=[CH:21][CH:22]=1)[C:17]([OH:19])=[O:18]. (3) Given the reactants [Br:1][C:2]1[CH:7]=[CH:6][C:5](Br)=[CH:4][N:3]=1.C([Mg]Cl)(C)C.[CH:14](=[O:18])[CH:15]([CH3:17])[CH3:16], predict the reaction product. The product is: [CH3:16][CH:15]([CH3:17])[CH:14]([C:5]1[CH:6]=[CH:7][C:2]([Br:1])=[N:3][CH:4]=1)[OH:18]. (4) Given the reactants [Cl:1][C:2]1[CH:3]=[CH:4][C:5]([NH:31][CH3:32])=[C:6]([CH:30]=1)[C:7]([N:9]([CH2:22][C:23]1[CH:28]=[CH:27][C:26]([OH:29])=[CH:25][CH:24]=1)[CH2:10][CH2:11][C:12]1[CH:17]=[CH:16][CH:15]=[C:14]([C:18]([F:21])([F:20])[F:19])[CH:13]=1)=[O:8].Br[CH2:34][CH:35]([OH:40])[C:36]([F:39])([F:38])[F:37].C(=O)([O-])[O-].[K+].[K+], predict the reaction product. The product is: [Cl:1][C:2]1[CH:3]=[CH:4][C:5]([NH:31][CH3:32])=[C:6]([CH:30]=1)[C:7]([N:9]([CH2:22][C:23]1[CH:24]=[CH:25][C:26]([O:29][CH2:34][CH:35]([OH:40])[C:36]([F:39])([F:38])[F:37])=[CH:27][CH:28]=1)[CH2:10][CH2:11][C:12]1[CH:17]=[CH:16][CH:15]=[C:14]([C:18]([F:21])([F:19])[F:20])[CH:13]=1)=[O:8]. (5) The product is: [CH2:1]([C:5]1[CH:6]=[CH:7][C:8]([C:11]#[C:12][C:13]2[CH:40]=[CH:39][C:16]([CH2:17][N:18]([C:19](=[O:25])[CH2:20][CH2:21][CH2:22][CH2:23][CH3:24])[C:26]3[CH:38]=[CH:37][C:29]([OH:30])=[C:28]([CH:27]=3)[C:33]([OH:34])=[O:32])=[CH:15][CH:14]=2)=[CH:9][CH:10]=1)[CH2:2][CH2:3][CH3:4]. Given the reactants [CH2:1]([C:5]1[CH:10]=[CH:9][C:8]([C:11]#[C:12][C:13]2[CH:40]=[CH:39][C:16]([CH2:17][N:18]([C:26]3[CH:38]=[CH:37][C:29]4[O:30]C(C)(C)[O:32][C:33](=[O:34])[C:28]=4[CH:27]=3)[C:19](=[O:25])[CH2:20][CH2:21][CH2:22][CH2:23][CH3:24])=[CH:15][CH:14]=2)=[CH:7][CH:6]=1)[CH2:2][CH2:3][CH3:4].[OH-].[Na+], predict the reaction product. (6) Given the reactants Br[C:2]1[CH:8]=[CH:7][C:5]([NH2:6])=[CH:4][CH:3]=1.[CH2:9]([O:12][C:13]1[CH:14]=[C:15](B(O)O)[CH:16]=[CH:17][CH:18]=1)[CH2:10][CH3:11], predict the reaction product. The product is: [CH2:9]([O:12][C:13]1[CH:18]=[C:17]([C:2]2[CH:8]=[CH:7][C:5]([NH2:6])=[CH:4][CH:3]=2)[CH:16]=[CH:15][CH:14]=1)[CH2:10][CH3:11]. (7) The product is: [S:1]1[C:5]2[CH:6]=[CH:7][CH:8]=[CH:9][C:4]=2[N:3]=[C:2]1[NH:10][C@@H:11]1[CH2:12][C@H:13]([O:15][C:16]2[C:21]([CH:22]3[CH2:23][CH2:24][N:25]([C:28](=[O:30])[CH3:29])[CH2:26][CH2:27]3)=[CH:20][CH:19]=[CH:18][N:17]=2)[CH2:14]1. Given the reactants [S:1]1[C:5]2[CH:6]=[CH:7][CH:8]=[CH:9][C:4]=2[N:3]=[C:2]1[NH:10][C@@H:11]1[CH2:14][C@H:13]([O:15][C:16]2[C:21]([C:22]3[CH2:27][CH2:26][N:25]([C:28](=[O:30])[CH3:29])[CH2:24][CH:23]=3)=[CH:20][CH:19]=[CH:18][N:17]=2)[CH2:12]1.CC1C=C2N=C3C(=NC(NC3=O)=O)N(C[C@H](O)[C@H](O)[C@H](O)CO)C2=CC=1C, predict the reaction product. (8) The product is: [Cl:20][C:21]1[CH:22]=[C:23]([CH:26]=[CH:27][C:28]=1[Cl:29])[CH2:24][N:10]1[C:11]2[C:7](=[C:6]([N+:3]([O-:5])=[O:4])[CH:14]=[CH:13][CH:12]=2)[CH:8]=[C:9]1[C:15]([O:17][CH2:18][CH3:19])=[O:16]. Given the reactants [OH-].[Na+].[N+:3]([C:6]1[CH:14]=[CH:13][CH:12]=[C:11]2[C:7]=1[CH:8]=[C:9]([C:15]([O:17][CH2:18][CH3:19])=[O:16])[NH:10]2)([O-:5])=[O:4].[Cl:20][C:21]1[CH:22]=[C:23]([CH:26]=[CH:27][C:28]=1[Cl:29])[CH2:24]Cl, predict the reaction product. (9) The product is: [F:1][C:2]1[CH:3]=[CH:4][C:5]2[N:9]=[CH:8][N:7]([C:10]3[N:18]=[C:17]4[C:13]([NH:14][CH:15]([S:30][CH3:32])[N:16]4[C@H:19]4[C:28]5[C:23](=[C:24]([F:29])[CH:25]=[CH:26][CH:27]=5)[O:22][CH2:21][CH2:20]4)=[CH:12][N:11]=3)[C:6]=2[CH:31]=1. Given the reactants [F:1][C:2]1[CH:3]=[CH:4][C:5]2[N:9]=[CH:8][N:7]([C:10]3[N:18]=[C:17]4[C:13]([NH:14][C:15](=[S:30])[N:16]4[C@H:19]4[C:28]5[C:23](=[C:24]([F:29])[CH:25]=[CH:26][CH:27]=5)[O:22][CH2:21][CH2:20]4)=[CH:12][N:11]=3)[C:6]=2[CH:31]=1.[CH3:32]CN(P1(N(C)CCCN1)=NC(C)(C)C)CC.IC, predict the reaction product. (10) The product is: [NH:1]1[C:9]2[C:4](=[CH:5][CH:6]=[CH:7][CH:8]=2)[CH:3]=[C:2]1[C:10]([Cl:17])=[O:12]. Given the reactants [NH:1]1[C:9]2[C:4](=[CH:5][CH:6]=[CH:7][CH:8]=2)[CH:3]=[C:2]1[C:10]([O-:12])=O.ClCl.S(Cl)([Cl:17])=O.P(Cl)(Cl)(Cl)=O.C(Cl)(=O)C(Cl)=O, predict the reaction product.